From a dataset of Blood-brain barrier permeability classification from the B3DB database. Regression/Classification. Given a drug SMILES string, predict its absorption, distribution, metabolism, or excretion properties. Task type varies by dataset: regression for continuous measurements (e.g., permeability, clearance, half-life) or binary classification for categorical outcomes (e.g., BBB penetration, CYP inhibition). Dataset: b3db_classification. (1) The molecule is CC1(C)S[C@@H]2[C@H](NC(=O)[C@H](NC(=O)Cc3ccc(C4=NCCCN4)cc3)c3ccccc3)C(=O)N2[C@H]1C(=O)O. The result is 0 (does not penetrate BBB). (2) The drug is CC12NC(Cc3ccccc31)c1ccccc12. The result is 1 (penetrates BBB). (3) The molecule is COc1ccc2c(c1)N(CCC1CCCCN1C)c1ccccc1S2. The result is 1 (penetrates BBB). (4) The compound is COc1ccc2c3c1O[C@@H]1C[C@@H](O)C=C[C@]31CCN(C)C2. The result is 1 (penetrates BBB). (5) The compound is O=C1CC=NN1c1ccccc1. The result is 1 (penetrates BBB). (6) The molecule is C=C[C@@H](N)CCC(=O)O. The result is 1 (penetrates BBB).